From a dataset of Experimentally validated miRNA-target interactions with 360,000+ pairs, plus equal number of negative samples. Binary Classification. Given a miRNA mature sequence and a target amino acid sequence, predict their likelihood of interaction. The miRNA is hsa-miR-6821-3p with sequence UGACCUCUCCGCUCCGCACAG. The protein sequence of the target gene is MKLWTYLLYPSLLACLSLQSQSPMPSVRGSCDTLCNCEEKDGIMIINCEEKGINKLSQISVPPSRPFHLSLLNNGLTMLHTNDFSGLTNALSIHLGFNNIADIETGAFNGLGLLKQLHINHNSLEILKEDTFHGLENLEFLQADNNFITIIEPSAFSKLNRLKVLILNDNAIESLPPNIFRFVPLTHLDLRGNQLQTLPYVGFLEHIGRILDLQLEDNKWACNCELLQLKNWLENMPPQSIIGDVICYSPPPFKGSVLSRLKKESFCPTPPVYEEHEDPSGSLLAITSSTSDSRLSSKNT.... Result: 0 (no interaction).